Dataset: Forward reaction prediction with 1.9M reactions from USPTO patents (1976-2016). Task: Predict the product of the given reaction. Given the reactants [C:1]1([CH2:7][C:8]([OH:10])=[O:9])[CH:6]=[CH:5][CH:4]=[CH:3][CH:2]=1.[Li]CCCC.CN(P(N(C)C)(N(C)C)=O)C.[CH3:27][O:28][C:29]1[CH:34]=[CH:33][CH:32]=[C:31]([CH2:35][CH:36](Br)[CH2:37][CH3:38])[CH:30]=1, predict the reaction product. The product is: [CH3:27][O:28][C:29]1[CH:30]=[C:31]([CH2:35][CH:36]([CH2:37][CH3:38])[CH:7]([C:1]2[CH:6]=[CH:5][CH:4]=[CH:3][CH:2]=2)[C:8]([OH:10])=[O:9])[CH:32]=[CH:33][CH:34]=1.